This data is from Full USPTO retrosynthesis dataset with 1.9M reactions from patents (1976-2016). The task is: Predict the reactants needed to synthesize the given product. (1) Given the product [F:1][C:2]1[C:7]([C:8]2[CH:9]=[C:10]([CH2:22][N:24]3[CH2:27][CH:26]([OH:28])[CH2:25]3)[S:11][C:12]=2[S:13]([C:16]2[CH:17]=[CH:18][CH:19]=[CH:20][CH:21]=2)(=[O:14])=[O:15])=[CH:6][CH:5]=[CH:4][N:3]=1, predict the reactants needed to synthesize it. The reactants are: [F:1][C:2]1[C:7]([C:8]2[CH:9]=[C:10]([CH:22]=O)[S:11][C:12]=2[S:13]([C:16]2[CH:21]=[CH:20][CH:19]=[CH:18][CH:17]=2)(=[O:15])=[O:14])=[CH:6][CH:5]=[CH:4][N:3]=1.[NH:24]1[CH2:27][CH:26]([OH:28])[CH2:25]1.C(O[BH-](OC(=O)C)OC(=O)C)(=O)C.[Na+].C(=O)([O-])O.[Na+]. (2) Given the product [F:1][C:2]1[CH:3]=[C:4]([NH2:9])[CH:5]=[CH:6][C:7]=1[O:8][C:27]1[CH:32]=[CH:31][N:30]=[CH:29][C:28]=1[N+:33]([O-:35])=[O:34], predict the reactants needed to synthesize it. The reactants are: [F:1][C:2]1[CH:3]=[C:4]([NH:9]C(=O)CC(NC2C=CC(F)=CC=2)=O)[CH:5]=[CH:6][C:7]=1[OH:8].[H-].[Na+].Cl.Cl[C:27]1[CH:32]=[CH:31][N:30]=[CH:29][C:28]=1[N+:33]([O-:35])=[O:34].